Dataset: Reaction yield outcomes from USPTO patents with 853,638 reactions. Task: Predict the reaction yield, written as a fraction of the theoretical maximum amount of product (1.0 means a 100% yield; for example, 0.34 means a 34% yield). (1) The reactants are [Cl:1][C:2]1[N:7]=[C:6]([NH:8][CH:9]2[CH2:13][CH2:12][CH2:11][CH2:10]2)[C:5]([C:14]#[C:15][CH:16]([O:20][CH2:21][CH3:22])[O:17][CH2:18][CH3:19])=[CH:4][N:3]=1.CCCC[N+](CCCC)(CCCC)CCCC.[F-]. The catalyst is C1COCC1. The product is [Cl:1][C:2]1[N:3]=[CH:4][C:5]2[CH:14]=[C:15]([CH:16]([O:20][CH2:21][CH3:22])[O:17][CH2:18][CH3:19])[N:8]([CH:9]3[CH2:13][CH2:12][CH2:11][CH2:10]3)[C:6]=2[N:7]=1. The yield is 0.760. (2) The reactants are [Cl:1][C:2]1[C:7]2[C:8](=[O:18])[N:9]([C:11]([O:13][C:14]([CH3:17])([CH3:16])[CH3:15])=[O:12])[CH2:10][C:6]=2[C:5]([F:19])=[C:4](Cl)[N:3]=1.[NH2:21][C@@H:22]1[CH2:27][CH2:26][O:25][CH2:24][C@@H:23]1[NH:28][C:29](=[O:35])[O:30][C:31]([CH3:34])([CH3:33])[CH3:32].C(N(C(C)C)CC)(C)C. The catalyst is CS(C)=O.CC(O)C. The product is [C:31]([O:30][C:29]([NH:28][C@@H:23]1[C@H:22]([NH:21][C:4]2[N:3]=[C:2]([Cl:1])[C:7]3[C:8](=[O:18])[N:9]([C:11]([O:13][C:14]([CH3:17])([CH3:16])[CH3:15])=[O:12])[CH2:10][C:6]=3[C:5]=2[F:19])[CH2:27][CH2:26][O:25][CH2:24]1)=[O:35])([CH3:34])([CH3:32])[CH3:33]. The yield is 0.860. (3) The reactants are Br[C:2]1[S:3][CH:4]=[CH:5][N:6]=1.C([Mg]Cl)(C)C.[C:12]([C:15]1[CH:24]=[CH:23][C:18]([C:19]([O:21][CH3:22])=[O:20])=[CH:17][CH:16]=1)(=[O:14])[CH3:13]. The catalyst is C1COCC1. The product is [OH:14][C:12]([C:15]1[CH:24]=[CH:23][C:18]([C:19]([O:21][CH3:22])=[O:20])=[CH:17][CH:16]=1)([C:4]1[S:3][CH:2]=[N:6][CH:5]=1)[CH3:13]. The yield is 0.620.